The task is: Predict the product of the given reaction.. This data is from Forward reaction prediction with 1.9M reactions from USPTO patents (1976-2016). (1) Given the reactants [CH3:1][C:2]1[N:3]=[N:4][C:5]2[CH:6]=[CH:7][CH:8]=[C:9]([NH2:12])[C:10]=2[CH:11]=1.[F:13][C:14]([F:27])([F:26])[O:15][C:16]1[CH:25]=[CH:24][C:19]([CH2:20][N:21]=[C:22]=[O:23])=[CH:18][CH:17]=1, predict the reaction product. The product is: [CH3:1][C:2]1[N:3]=[N:4][C:5]2[C:10]([CH:11]=1)=[C:9]([NH:12][C:22]([NH:21][CH2:20][C:19]1[CH:18]=[CH:17][C:16]([O:15][C:14]([F:13])([F:27])[F:26])=[CH:25][CH:24]=1)=[O:23])[CH:8]=[CH:7][CH:6]=2. (2) Given the reactants [NH2:1][C:2]1[CH:3]=[C:4]([C:9]([N:11]2[CH2:14][CH:13]([C:15]3[CH:20]=[CH:19][C:18](Br)=[CH:17][CH:16]=3)[CH2:12]2)=[O:10])[CH:5]=[CH:6][C:7]=1[CH3:8].C([O-])([O-])=O.[K+].[K+].[CH3:28][N:29]1[CH:33]=[C:32](B2OC(C)(C)C(C)(C)O2)[CH:31]=[N:30]1, predict the reaction product. The product is: [NH2:1][C:2]1[CH:3]=[C:4]([C:9]([N:11]2[CH2:14][CH:13]([C:15]3[CH:20]=[CH:19][C:18]([C:32]4[CH:31]=[N:30][N:29]([CH3:28])[CH:33]=4)=[CH:17][CH:16]=3)[CH2:12]2)=[O:10])[CH:5]=[CH:6][C:7]=1[CH3:8]. (3) Given the reactants [CH3:1][C:2]1[CH:7]=[CH:6][C:5]([C:8]2[CH:13]=[CH:12][CH:11]=[CH:10][C:9]=2[C:14]2[N:18]([C:19]([C:32]3[CH:37]=[CH:36][CH:35]=[CH:34][CH:33]=3)([C:26]3[CH:31]=[CH:30][CH:29]=[CH:28][CH:27]=3)[C:20]3[CH:25]=[CH:24][CH:23]=[CH:22][CH:21]=3)[N:17]=[N:16][N:15]=2)=[CH:4][CH:3]=1.[Br:38]N1C(=O)CCC1=O.C(OOC(=O)C1C=CC=CC=1)(=O)C1C=CC=CC=1, predict the reaction product. The product is: [Br:38][CH2:1][C:2]1[CH:3]=[CH:4][C:5]([C:8]2[CH:13]=[CH:12][CH:11]=[CH:10][C:9]=2[C:14]2[N:18]([C:19]([C:32]3[CH:37]=[CH:36][CH:35]=[CH:34][CH:33]=3)([C:26]3[CH:27]=[CH:28][CH:29]=[CH:30][CH:31]=3)[C:20]3[CH:25]=[CH:24][CH:23]=[CH:22][CH:21]=3)[N:17]=[N:16][N:15]=2)=[CH:6][CH:7]=1. (4) Given the reactants [OH:1][C:2]([CH3:11])([CH3:10])[C@@H:3]([C:5]([N:7]([CH3:9])[CH3:8])=[O:6])[NH2:4].S=[C:13]1[CH2:17][S:16][C:15](=[O:18])[NH:14]1, predict the reaction product. The product is: [OH:1][C:2]([CH3:11])([CH3:10])[C@@H:3]([C:5]([N:7]([CH3:9])[CH3:8])=[O:6])[NH:4][C:13]1[CH2:17][S:16][C:15](=[O:18])[N:14]=1. (5) Given the reactants Cl.[NH:2]1[CH2:7][CH2:6][CH:5]([C:8]2[C:9](=[O:18])[NH:10][C:11]3[C:16]([N:17]=2)=[CH:15][CH:14]=[CH:13][CH:12]=3)[CH2:4][CH2:3]1.[Cl:19][C:20]1[C:28]2[NH:27][N:26]=[CH:25][C:24]=2[C:23]2[CH2:29][N:30]([CH2:55][C:56]([CH3:59])([CH3:58])[CH3:57])[C:31](=[O:54])[C@H:32]([CH2:34][C:35](=[O:53])N3CCC(N4CC5C(=CC=CC=5)NC4=O)CC3)[CH2:33][C:22]=2[CH:21]=1, predict the reaction product. The product is: [Cl:19][C:20]1[C:28]2[NH:27][N:26]=[CH:25][C:24]=2[C:23]2[CH2:29][N:30]([CH2:55][C:56]([CH3:59])([CH3:58])[CH3:57])[C:31](=[O:54])[C@H:32]([CH2:34][C:35](=[O:53])[N:2]3[CH2:3][CH2:4][CH:5]([C:8]4[C:9](=[O:18])[NH:10][C:11]5[C:16](=[CH:15][CH:14]=[CH:13][CH:12]=5)[N:17]=4)[CH2:6][CH2:7]3)[CH2:33][C:22]=2[CH:21]=1. (6) Given the reactants Cl[C:2]1[C:11]2[C:6](=[CH:7][C:8]([O:14][CH2:15][CH2:16][CH2:17][N:18]3[CH2:23][CH2:22][O:21][CH2:20][CH2:19]3)=[C:9]([O:12][CH3:13])[CH:10]=2)[N:5]=[CH:4][N:3]=1.[OH:24][C:25]1[CH:33]=[C:32]2[C:28]([CH:29]=[C:30]([CH3:34])[NH:31]2)=[CH:27][CH:26]=1, predict the reaction product. The product is: [CH3:13][O:12][C:9]1[CH:10]=[C:11]2[C:6](=[CH:7][C:8]=1[O:14][CH2:15][CH2:16][CH2:17][N:18]1[CH2:23][CH2:22][O:21][CH2:20][CH2:19]1)[N:5]=[CH:4][N:3]=[C:2]2[O:24][C:25]1[CH:33]=[C:32]2[C:28]([CH:29]=[C:30]([CH3:34])[NH:31]2)=[CH:27][CH:26]=1.